This data is from Tyrosyl-DNA phosphodiesterase HTS with 341,365 compounds. The task is: Binary Classification. Given a drug SMILES string, predict its activity (active/inactive) in a high-throughput screening assay against a specified biological target. (1) The molecule is S(c1c2c(n(CCNC(=O)c3ccc(F)cc3)c1)cccc2)CC(=O)Nc1noc(c1)C. The result is 0 (inactive). (2) The molecule is O=C(Nc1cc(n(c1)C)C(=O)NCCC(N)=N)c1n(cc(NC(=O)c2n(cc(NC=O)c2)C)c1)C. The result is 0 (inactive). (3) The compound is S(=O)(=O)(NC(C(C)C)C(=O)NCc1ccc(OC)cc1)c1cc2CCCN(c2cc1)C(=O)C. The result is 0 (inactive). (4) The compound is O=C(NC1CC1)c1c2c(nc(c1)c1occc1)cccc2. The result is 1 (active). (5) The drug is O(Cc1c(onc1C)C)c1cc(ccc1)C(OC(C)C#N)=O. The result is 0 (inactive). (6) The drug is o1c(C(=O)NC2C(CCCC2)C)cc2c1cccc2. The result is 0 (inactive). (7) The compound is O=C(NCc1n(nnn1)c1ccc(OC)cc1)c1cc2c(cc1)cccc2. The result is 0 (inactive). (8) The molecule is O(C(=O)Cc1c(n2nc(c(c2nc1C)c1ccccc1)C)C)CC. The result is 0 (inactive).